From a dataset of Catalyst prediction with 721,799 reactions and 888 catalyst types from USPTO. Predict which catalyst facilitates the given reaction. (1) Reactant: [N:1]([CH2:4][C:5]1[CH:6]=[C:7]([CH2:11][CH:12]([NH:14][C:15]2[N:20]=[C:19]([N:21]([CH3:35])[C:22]3[CH:27]=[C:26]([NH2:28])[N:25]=[C:24]([C:29]4[CH:34]=[CH:33][CH:32]=[CH:31][CH:30]=4)[N:23]=3)[CH:18]=[CH:17][N:16]=2)[CH3:13])[CH:8]=[CH:9][CH:10]=1)=[N+]=[N-].[Cl-].[NH4+]. Product: [NH2:1][CH2:4][C:5]1[CH:6]=[C:7]([CH2:11][CH:12]([NH:14][C:15]2[N:20]=[C:19]([N:21]([CH3:35])[C:22]3[CH:27]=[C:26]([NH2:28])[N:25]=[C:24]([C:29]4[CH:30]=[CH:31][CH:32]=[CH:33][CH:34]=4)[N:23]=3)[CH:18]=[CH:17][N:16]=2)[CH3:13])[CH:8]=[CH:9][CH:10]=1. The catalyst class is: 490. (2) The catalyst class is: 64. Product: [CH:33]1([S:36]([NH:1][C:2]23[CH2:3][CH2:4][C:5]([C:10]([O:12][CH3:13])=[O:11])([CH2:8][CH2:9]2)[CH2:6][CH2:7]3)(=[O:38])=[O:37])[CH2:35][CH2:34]1. Reactant: [NH2:1][C:2]12[CH2:9][CH2:8][C:5]([C:10]([O:12][CH3:13])=[O:11])([CH2:6][CH2:7]1)[CH2:4][CH2:3]2.C1C=CC(C2C3C=C(Cl)C=CC=3NC(=O)CN=2)=CC=1.[CH:33]1([S:36](Cl)(=[O:38])=[O:37])[CH2:35][CH2:34]1. (3) Reactant: Cl.[CH2:2]([O:4][C:5](=[O:8])[CH2:6][NH2:7])[CH3:3].C(N(CC)CC)C.[N+:16]([C:19]1[CH:24]=[CH:23][CH:22]=[CH:21][C:20]=1[S:25](Cl)(=[O:27])=[O:26])([O-:18])=[O:17].Cl. Product: [N+:16]([C:19]1[CH:24]=[CH:23][CH:22]=[CH:21][C:20]=1[S:25]([NH:7][CH2:6][C:5]([O:4][CH2:2][CH3:3])=[O:8])(=[O:27])=[O:26])([O-:18])=[O:17]. The catalyst class is: 2. (4) Reactant: C[O:2][C:3]([C:5]1[S:6][C:7]([C:27]2[CH:32]=[CH:31][CH:30]=[CH:29][CH:28]=2)=[CH:8][C:9]=1[N:10]([C:17]([CH:19]1[CH2:24][CH2:23][CH:22]([CH3:25])[CH2:21][CH:20]1[OH:26])=[O:18])[CH:11]1[CH2:16][CH2:15][O:14][CH2:13][CH2:12]1)=[O:4].O.[Li+].[OH-]. Product: [OH:26][CH:20]1[CH2:21][CH:22]([CH3:25])[CH2:23][CH2:24][CH:19]1[C:17]([N:10]([CH:11]1[CH2:16][CH2:15][O:14][CH2:13][CH2:12]1)[C:9]1[CH:8]=[C:7]([C:27]2[CH:28]=[CH:29][CH:30]=[CH:31][CH:32]=2)[S:6][C:5]=1[C:3]([OH:4])=[O:2])=[O:18]. The catalyst class is: 12. (5) Reactant: [CH:1]([O:4][C:5]([C:7]1[C@@H:8]([C:35]2[CH:40]=[CH:39][CH:38]=[C:37]([N+:41]([O-:43])=[O:42])[CH:36]=2)[C:9]([C:15]([O:17][CH:18]2[CH2:21][N:20]([CH:22]([C:29]3[CH:34]=[CH:33][CH:32]=[CH:31][CH:30]=3)[C:23]3[CH:28]=[CH:27][CH:26]=[CH:25][CH:24]=3)[CH2:19]2)=[O:16])=[C:10]([NH2:14])[NH:11][C:12]=1[CH3:13])=[O:6])([CH3:3])[CH3:2].[CH3:44][S:45]([OH:48])(=[O:47])=[O:46]. Product: [CH3:44][S:45]([OH:48])(=[O:47])=[O:46].[CH3:44][S:45]([OH:48])(=[O:47])=[O:46].[CH:1]([O:4][C:5]([C:7]1[C@@H:8]([C:35]2[CH:40]=[CH:39][CH:38]=[C:37]([N+:41]([O-:43])=[O:42])[CH:36]=2)[C:9]([C:15]([O:17][CH:18]2[CH2:19][N:20]([CH:22]([C:29]3[CH:34]=[CH:33][CH:32]=[CH:31][CH:30]=3)[C:23]3[CH:28]=[CH:27][CH:26]=[CH:25][CH:24]=3)[CH2:21]2)=[O:16])=[C:10]([NH2:14])[NH:11][C:12]=1[CH3:13])=[O:6])([CH3:3])[CH3:2]. The catalyst class is: 13. (6) Reactant: [Cs+].[OH:2][C@@H:3]1[CH2:8][CH2:7][CH2:6][C@H:5]([C:9]([O-:11])=[O:10])[CH2:4]1.[CH2:12](Br)[C:13]1[CH:18]=[CH:17][CH:16]=[CH:15][CH:14]=1.O. Product: [OH:2][C@@H:3]1[CH2:8][CH2:7][CH2:6][C@H:5]([C:9]([O:11][CH2:12][C:13]2[CH:18]=[CH:17][CH:16]=[CH:15][CH:14]=2)=[O:10])[CH2:4]1. The catalyst class is: 3. (7) Reactant: [N:1]([CH2:4][C:5]1[CH:10]=[CH:9][C:8]([F:11])=[CH:7][C:6]=1[S:12]([N:15]([CH3:17])[CH3:16])(=[O:14])=[O:13])=[N+]=[N-].[H][H]. Product: [NH2:1][CH2:4][C:5]1[CH:10]=[CH:9][C:8]([F:11])=[CH:7][C:6]=1[S:12]([N:15]([CH3:17])[CH3:16])(=[O:13])=[O:14]. The catalyst class is: 63. (8) Reactant: [Cl:1][C:2]1[N:10]=[C:9]([Cl:11])[CH:8]=[CH:7][C:3]=1[C:4](Cl)=[O:5].[NH2:12][C:13]12[CH2:22][CH:17]3[CH2:18][CH:19]([CH2:21][CH:15]([CH2:16]3)[CH2:14]1)[CH2:20]2.C(N(C(C)C)C(C)C)C. The catalyst class is: 91. Product: [C:13]12([NH:12][C:4](=[O:5])[C:3]3[CH:7]=[CH:8][C:9]([Cl:11])=[N:10][C:2]=3[Cl:1])[CH2:20][CH:19]3[CH2:18][CH:17]([CH2:16][CH:15]([CH2:21]3)[CH2:14]1)[CH2:22]2. (9) Reactant: [CH:1]1([C:6]2[N:11]=[C:10]([CH2:12][C:13]3[CH:18]=[CH:17][C:16]([CH2:19][C:20](O)=[O:21])=[CH:15][CH:14]=3)[CH:9]=[C:8]([CH2:23][CH3:24])[N:7]=2)[CH2:5][CH2:4][CH2:3][CH2:2]1.S(C)C. Product: [CH:1]1([C:6]2[N:11]=[C:10]([CH2:12][C:13]3[CH:14]=[CH:15][C:16]([CH2:19][CH2:20][OH:21])=[CH:17][CH:18]=3)[CH:9]=[C:8]([CH2:23][CH3:24])[N:7]=2)[CH2:2][CH2:3][CH2:4][CH2:5]1. The catalyst class is: 36.